Predict the product of the given reaction. From a dataset of Forward reaction prediction with 1.9M reactions from USPTO patents (1976-2016). Given the reactants C(O[C:4]([S-])=[S:5])C.[K+].[NH2:8][C:9]1[CH:14]=[C:13]([Cl:15])[CH:12]=[CH:11][C:10]=1[OH:16].C(O)C.O, predict the reaction product. The product is: [Cl:15][C:13]1[CH:12]=[CH:11][C:10]2[O:16][C:4]([SH:5])=[N:8][C:9]=2[CH:14]=1.